From a dataset of CYP2D6 inhibition data for predicting drug metabolism from PubChem BioAssay. Regression/Classification. Given a drug SMILES string, predict its absorption, distribution, metabolism, or excretion properties. Task type varies by dataset: regression for continuous measurements (e.g., permeability, clearance, half-life) or binary classification for categorical outcomes (e.g., BBB penetration, CYP inhibition). Dataset: cyp2d6_veith. (1) The compound is COc1ncc2nc(-c3cc(F)cc(F)c3)c(=O)n(C3CC3)c2n1. The result is 0 (non-inhibitor). (2) The molecule is Oc1ccccc1-c1cc(-c2ccccc2)no1. The result is 0 (non-inhibitor). (3) The molecule is O=C(CSc1ccc(C(F)(F)F)cc1[N+](=O)[O-])Nc1ccccc1. The result is 0 (non-inhibitor). (4) The drug is O=C(O)CSc1cc(C(F)(F)F)nc(-c2ccccn2)n1. The result is 0 (non-inhibitor). (5) The molecule is COc1nc(N)nc2c1ncn2[C@@H]1C[C@H](O)[C@@H](CO)O1. The result is 0 (non-inhibitor). (6) The drug is COCCNC(=O)C1CCN(S(=O)(=O)N2CCC3(CC2)OCCO3)CC1. The result is 0 (non-inhibitor). (7) The molecule is CCC(CC)c1nnc(NC(=O)c2cccc(S(=O)(=O)N3CCc4ccccc43)c2)s1. The result is 0 (non-inhibitor).